Dataset: Forward reaction prediction with 1.9M reactions from USPTO patents (1976-2016). Task: Predict the product of the given reaction. (1) The product is: [I:29][CH2:2][CH2:3][CH2:4][CH2:5][O:6][C:7]([NH:9][C@H:10]([C:12]([CH:14]([SH:27])[C@@H:15]([CH3:26])[C:16]([N:18]1[CH2:25][CH2:24][CH2:23][C@H:19]1[C:20]([OH:22])=[O:21])=[O:17])=[O:13])[CH3:11])=[O:8]. Given the reactants Cl[CH2:2][CH2:3][CH2:4][CH2:5][O:6][C:7]([NH:9][C@H:10]([C:12]([CH:14]([SH:27])[C@@H:15]([CH3:26])[C:16]([N:18]1[CH2:25][CH2:24][CH2:23][C@H:19]1[C:20]([OH:22])=[O:21])=[O:17])=[O:13])[CH3:11])=[O:8].[Na+].[I-:29], predict the reaction product. (2) Given the reactants Br[C:2]1[CH:10]=[CH:9][C:8]([O:11][CH3:12])=[CH:7][C:3]=1[C:4]([OH:6])=[O:5].C([Li])CCC.CON(C)[C:21](=[O:32])[C:22]1[CH:27]=[CH:26][C:25]([C:28]([F:31])([F:30])[F:29])=[CH:24][CH:23]=1, predict the reaction product. The product is: [CH3:12][O:11][C:8]1[CH:9]=[CH:10][C:2]([C:21](=[O:32])[C:22]2[CH:27]=[CH:26][C:25]([C:28]([F:29])([F:30])[F:31])=[CH:24][CH:23]=2)=[C:3]([CH:7]=1)[C:4]([OH:6])=[O:5]. (3) Given the reactants [Cl:1][C:2]1[CH:7]=[CH:6][C:5]([CH:8]([C:19]2[C:27]3[C:22](=[C:23]([CH2:29][S:30][CH3:31])[CH:24]=[C:25]([F:28])[CH:26]=3)[NH:21][CH:20]=2)[CH:9]2C(=O)O[C:12](C)([CH3:16])[O:11][C:10]2=[O:18])=[C:4]([F:32])[CH:3]=1, predict the reaction product. The product is: [Cl:1][C:2]1[CH:7]=[CH:6][C:5]([CH:8]([C:19]2[C:27]3[C:22](=[C:23]([CH2:29][S:30][CH3:31])[CH:24]=[C:25]([F:28])[CH:26]=3)[NH:21][CH:20]=2)[CH2:9][C:10]([O:11][CH2:12][CH3:16])=[O:18])=[C:4]([F:32])[CH:3]=1. (4) Given the reactants [C:1]([C:5]1[CH:9]=[C:8]([NH:10][C:11]([NH:13][C:14]2[CH:19]=[CH:18][C:17]([O:20][C:21]3[CH:26]=[CH:25][N:24]=[CH:23][CH:22]=3)=[CH:16][CH:15]=2)=[O:12])[N:7]([C:27]2[CH:32]=[CH:31][C:30]([CH2:33][C:34]([O:36]CC)=[O:35])=[CH:29][CH:28]=2)[N:6]=1)([CH3:4])([CH3:3])[CH3:2].[Li+].[OH-], predict the reaction product. The product is: [C:1]([C:5]1[CH:9]=[C:8]([NH:10][C:11]([NH:13][C:14]2[CH:19]=[CH:18][C:17]([O:20][C:21]3[CH:26]=[CH:25][N:24]=[CH:23][CH:22]=3)=[CH:16][CH:15]=2)=[O:12])[N:7]([C:27]2[CH:28]=[CH:29][C:30]([CH2:33][C:34]([OH:36])=[O:35])=[CH:31][CH:32]=2)[N:6]=1)([CH3:4])([CH3:2])[CH3:3].